From a dataset of Catalyst prediction with 721,799 reactions and 888 catalyst types from USPTO. Predict which catalyst facilitates the given reaction. (1) Reactant: Cl[C:2]1[C:3]([C:9]2[CH:13]=[C:12](C(F)(F)F)[NH:11][N:10]=2)=[N:4][CH:5]=[C:6](Cl)[CH:7]=1.C(=O)([O-])[O-].[K+].[K+].CI.C(OCC)C. Product: [N:4]1[CH:5]=[CH:6][CH:7]=[CH:2][C:3]=1[C:9]1[NH:10][N:11]=[CH:12][CH:13]=1. The catalyst class is: 264. (2) Reactant: [C:1]1([C:7]2[C:8]([CH:17]([NH2:19])[CH3:18])=[N:9][C:10]3[C:15]([CH:16]=2)=[N:14][CH:13]=[CH:12][CH:11]=3)[CH:6]=[CH:5][CH:4]=[CH:3][CH:2]=1.N[C:21]12[N:29]=[CH:28][N:27]=[C:26]1[C:25](Cl)=[N:24][CH:23]=[N:22]2.CCN(C(C)C)C(C)C. Product: [C:1]1([C:7]2[C:8]([CH:17]([NH:19][C:25]3[N:24]=[CH:23][N:22]=[C:21]4[C:26]=3[N:27]=[CH:28][NH:29]4)[CH3:18])=[N:9][C:10]3[C:15]([CH:16]=2)=[N:14][CH:13]=[CH:12][CH:11]=3)[CH:2]=[CH:3][CH:4]=[CH:5][CH:6]=1. The catalyst class is: 114. (3) Reactant: [CH2:1]([O:8][C:9]([NH:11][CH2:12][C@H:13]([OH:31])[CH2:14][C@H:15]([NH:23][C:24]([O:26][C:27]([CH3:30])([CH3:29])[CH3:28])=[O:25])[C:16]([O:18]C(C)(C)C)=O)=[O:10])[C:2]1[CH:7]=[CH:6][CH:5]=[CH:4][CH:3]=1.C(OC(OC(C)(C)C)=O)(OC(C)(C)C)=O.C(N(CC)CC)C. Product: [CH2:1]([O:8][C:9](=[O:10])[NH:11][CH2:12][C@H:13]1[CH2:14][C@H:15]([NH:23][C:24]([O:26][C:27]([CH3:28])([CH3:29])[CH3:30])=[O:25])[C:16](=[O:18])[O:31]1)[C:2]1[CH:3]=[CH:4][CH:5]=[CH:6][CH:7]=1. The catalyst class is: 281. (4) Reactant: Cl[C:2]1[CH:3]=[CH:4][C:5]([N+:27]([O-:29])=[O:28])=[C:6]([CH:26]=1)[C:7]([NH:9][C:10]1[CH:15]=[N:14][C:13]([C:16]2[CH:21]=[CH:20][CH:19]=[C:18]([C:22]([F:25])([F:24])[F:23])[CH:17]=2)=[CH:12][N:11]=1)=[O:8].[NH:30]1[CH2:35][CH2:34][CH2:33][CH2:32][CH2:31]1.C(=O)([O-])[O-].[K+].[K+]. Product: [N+:27]([C:5]1[CH:4]=[CH:3][C:2]([N:30]2[CH2:35][CH2:34][CH2:33][CH2:32][CH2:31]2)=[CH:26][C:6]=1[C:7]([NH:9][C:10]1[CH:15]=[N:14][C:13]([C:16]2[CH:21]=[CH:20][CH:19]=[C:18]([C:22]([F:25])([F:24])[F:23])[CH:17]=2)=[CH:12][N:11]=1)=[O:8])([O-:29])=[O:28]. The catalyst class is: 42. (5) Reactant: [CH3:1][C:2]1([CH3:13])[CH2:11][CH2:10][C:9]2[N:8]=[CH:7][NH:6][C:5](=O)[C:4]=2[CH2:3]1.P(Cl)(Cl)([Cl:16])=O. Product: [Cl:16][C:5]1[C:4]2[CH2:3][C:2]([CH3:13])([CH3:1])[CH2:11][CH2:10][C:9]=2[N:8]=[CH:7][N:6]=1. The catalyst class is: 22.